The task is: Regression. Given two drug SMILES strings and cell line genomic features, predict the synergy score measuring deviation from expected non-interaction effect.. This data is from NCI-60 drug combinations with 297,098 pairs across 59 cell lines. (1) Drug 2: CCCCCOC(=O)NC1=NC(=O)N(C=C1F)C2C(C(C(O2)C)O)O. Drug 1: CC1C(C(=O)NC(C(=O)N2CCCC2C(=O)N(CC(=O)N(C(C(=O)O1)C(C)C)C)C)C(C)C)NC(=O)C3=C4C(=C(C=C3)C)OC5=C(C(=O)C(=C(C5=N4)C(=O)NC6C(OC(=O)C(N(C(=O)CN(C(=O)C7CCCN7C(=O)C(NC6=O)C(C)C)C)C)C(C)C)C)N)C. Cell line: MOLT-4. Synergy scores: CSS=52.3, Synergy_ZIP=-1.42, Synergy_Bliss=-2.10, Synergy_Loewe=-43.0, Synergy_HSA=-2.42. (2) Drug 1: COC1=C(C=C2C(=C1)N=CN=C2NC3=CC(=C(C=C3)F)Cl)OCCCN4CCOCC4. Drug 2: CC1C(C(CC(O1)OC2CC(CC3=C2C(=C4C(=C3O)C(=O)C5=CC=CC=C5C4=O)O)(C(=O)C)O)N)O. Cell line: NCI-H226. Synergy scores: CSS=55.4, Synergy_ZIP=2.07, Synergy_Bliss=1.98, Synergy_Loewe=-7.18, Synergy_HSA=4.42.